Dataset: Reaction yield outcomes from USPTO patents with 853,638 reactions. Task: Predict the reaction yield, written as a fraction of the theoretical maximum amount of product (1.0 means a 100% yield; for example, 0.34 means a 34% yield). (1) The catalyst is C1COCC1.O. The product is [N:16]1([S:13]([C:8]2[CH:9]=[CH:10][CH:11]=[CH:12][C:7]=2[CH:2]=[O:1])(=[O:15])=[O:14])[CH2:17][CH2:18][CH2:19][CH2:20]1. The yield is 0.850. The reactants are [OH:1][CH:2]([C:7]1[CH:12]=[CH:11][CH:10]=[CH:9][C:8]=1[S:13]([N:16]1[CH2:20][CH2:19][CH2:18][CH2:17]1)(=[O:15])=[O:14])S([O-])(=O)=O.[Na+].C(=O)([O-])[O-].[Na+].[Na+]. (2) The reactants are [Br:1][C:2]1[CH:7]=[CH:6][CH:5]=[CH:4][C:3]=1[C:8]1[C:9]([C:14]2[CH:19]=[CH:18][C:17](C3N(C4C=CC=CC=4)C4C=CC=CC=4N=3)=[CH:16][CH:15]=2)=[CH:10][CH:11]=[CH:12][CH:13]=1.[C:35]1([N:41]2C3C=CC(B(O)O)=CC=3[C:47]3[C:42]2=[CH:43][CH:44]=[CH:45][CH:46]=3)[CH:40]=[CH:39][CH:38]=[CH:37][CH:36]=1.BrC1C=CC=CC=1C1C=CC=CC=1Br.C([O-])([O-])=O.[Na+].[Na+]. The catalyst is C1C=CC([P]([Pd]([P](C2C=CC=CC=2)(C2C=CC=CC=2)C2C=CC=CC=2)([P](C2C=CC=CC=2)(C2C=CC=CC=2)C2C=CC=CC=2)[P](C2C=CC=CC=2)(C2C=CC=CC=2)C2C=CC=CC=2)(C2C=CC=CC=2)C2C=CC=CC=2)=CC=1.C(Cl)Cl.C1COCC1.O. The product is [Br:1][C:2]1[CH:7]=[CH:6][CH:5]=[CH:4][C:3]=1[C:8]1[CH:13]=[CH:12][CH:11]=[CH:10][C:9]=1[C:14]1[CH:15]=[CH:16][C:17]2[N:41]([C:42]3[CH:47]=[CH:46][CH:45]=[CH:44][CH:43]=3)[C:35]3[C:36]([C:18]=2[CH:19]=1)=[CH:37][CH:38]=[CH:39][CH:40]=3. The yield is 0.560. (3) The reactants are [CH2:1]([N:8]([CH2:37][C:38]1[CH:43]=[CH:42][CH:41]=[CH:40][CH:39]=1)[CH:9]1[CH2:14][CH2:13][CH:12]([C:15]2[N:19]3[C:20]4[CH:26]=[CH:25][N:24](S(C5C=CC(C)=CC=5)(=O)=O)[C:21]=4[N:22]=[CH:23][C:18]3=[N:17][CH:16]=2)[CH2:11][CH2:10]1)[C:2]1[CH:7]=[CH:6][CH:5]=[CH:4][CH:3]=1.[OH-].[Na+]. The catalyst is O1CCOCC1. The product is [CH2:37]([N:8]([CH2:1][C:2]1[CH:3]=[CH:4][CH:5]=[CH:6][CH:7]=1)[C@H:9]1[CH2:14][CH2:13][C@@H:12]([C:15]2[N:19]3[C:20]4[CH:26]=[CH:25][NH:24][C:21]=4[N:22]=[CH:23][C:18]3=[N:17][CH:16]=2)[CH2:11][CH2:10]1)[C:38]1[CH:43]=[CH:42][CH:41]=[CH:40][CH:39]=1. The yield is 0.240. (4) The reactants are FC(F)(F)S(O[C:7]1[C@:8]2([CH2:25][CH2:24][C@H:23]3[C:13](=[CH:14][CH:15]=[C:16]4[C@:21]3([CH3:22])[C@@H:20]([O:26][Si:27]([C:30]([CH3:33])([CH3:32])[CH3:31])([CH3:29])[CH3:28])[CH2:19][C@H:18]([O:34][Si:35]([C:38]([CH3:41])([CH3:40])[CH3:39])([CH3:37])[CH3:36])[CH2:17]4)[C@@H:10]2[CH2:11][CH:12]=1)[CH3:9])(=O)=O.[C]=[O:45].CCCC[CH2:50][CH3:51].[Cl-].C[Al+]C. The catalyst is CC(N(C)C)=O.C1C=CC([P]([Pd]([P](C2C=CC=CC=2)(C2C=CC=CC=2)C2C=CC=CC=2)([P](C2C=CC=CC=2)(C2C=CC=CC=2)C2C=CC=CC=2)[P](C2C=CC=CC=2)(C2C=CC=CC=2)C2C=CC=CC=2)(C2C=CC=CC=2)C2C=CC=CC=2)=CC=1.O. The product is [Si:27]([O:26][C@@H:20]1[C@@:21]2([CH3:22])[C:16](=[CH:15][CH:14]=[C:13]3[C@@H:23]2[CH2:24][CH2:25][C@@:8]2([CH3:9])[C@H:10]3[CH2:11][CH:12]=[C:7]2[C:50](=[O:45])[CH3:51])[CH2:17][C@@H:18]([O:34][Si:35]([C:38]([CH3:41])([CH3:40])[CH3:39])([CH3:36])[CH3:37])[CH2:19]1)([C:30]([CH3:32])([CH3:31])[CH3:33])([CH3:29])[CH3:28]. The yield is 1.00. (5) The reactants are [OH-].[Na+].[C:3]([O:7][C:8]([N:10]1[CH2:15][CH2:14][C@@H:13]([NH:16][C:17]2[C:18]3[N:19]([CH:26]=[C:27]([C:29]([O:31]CC)=[O:30])[CH:28]=3)[N:20]=[CH:21][C:22]=2[C:23](=[O:25])[NH2:24])[C:12]([CH3:35])([CH3:34])[CH2:11]1)=[O:9])([CH3:6])([CH3:5])[CH3:4]. The catalyst is CO.O1CCCC1. The product is [C:3]([O:7][C:8]([N:10]1[CH2:15][CH2:14][C@@H:13]([NH:16][C:17]2[C:18]3[N:19]([CH:26]=[C:27]([C:29]([OH:31])=[O:30])[CH:28]=3)[N:20]=[CH:21][C:22]=2[C:23](=[O:25])[NH2:24])[C:12]([CH3:35])([CH3:34])[CH2:11]1)=[O:9])([CH3:6])([CH3:4])[CH3:5]. The yield is 0.970. (6) The reactants are [F:1][C:2]1[CH:3]=[C:4]([CH2:9][CH:10]([NH:14][C:15](=[O:21])[O:16][C:17]([CH3:20])([CH3:19])[CH3:18])[CH:11]2[CH2:13][O:12]2)[CH:5]=[C:6]([F:8])[CH:7]=1.[N:22]1([C:27]2[CH:28]=[C:29]([C:33]3([NH2:38])[CH2:35][CH:34]3[CH2:36][CH3:37])[CH:30]=[CH:31][CH:32]=2)[CH:26]=[CH:25][CH:24]=[N:23]1.C(N(CC)C(C)C)(C)C.C(NC(=O)[O-])C. The catalyst is C(O)(C)C. The product is [N:22]1([C:27]2[CH:28]=[C:29]([C:33]3([NH:38][CH2:13][CH:11]([OH:12])[CH:10]([NH:14][C:15](=[O:21])[O:16][C:17]([CH3:20])([CH3:19])[CH3:18])[CH2:9][C:4]4[CH:3]=[C:2]([F:1])[CH:7]=[C:6]([F:8])[CH:5]=4)[CH2:35][CH:34]3[CH2:36][CH3:37])[CH:30]=[CH:31][CH:32]=2)[CH:26]=[CH:25][CH:24]=[N:23]1. The yield is 0.880.